From a dataset of Full USPTO retrosynthesis dataset with 1.9M reactions from patents (1976-2016). Predict the reactants needed to synthesize the given product. (1) Given the product [CH3:9][O:8][N:7]([CH3:6])[C:29](=[O:30])[CH2:28][CH2:27][CH2:26][N:14]1[C:15]2[C:24]3[CH:23]=[CH:22][CH:21]=[CH:20][C:19]=3[N:18]=[CH:17][C:16]=2[N:25]=[C:13]1[CH2:10][CH2:11][CH3:12], predict the reactants needed to synthesize it. The reactants are: C[Al](C)C.Cl.[CH3:6][NH:7][O:8][CH3:9].[CH2:10]([C:13]1[N:14]([CH2:26][CH2:27][CH2:28][C:29](OCC)=[O:30])[C:15]2[C:24]3[CH:23]=[CH:22][CH:21]=[CH:20][C:19]=3[N:18]=[CH:17][C:16]=2[N:25]=1)[CH2:11][CH3:12]. (2) Given the product [Cl:1][C:2]1[CH:11]=[C:6]([C:7]([O:9][CH3:10])=[O:8])[C:5]2[O:12][C:13]([CH2:14][CH2:15][CH3:20])=[CH:16][C:4]=2[CH:3]=1, predict the reactants needed to synthesize it. The reactants are: [Cl:1][C:2]1[CH:3]=[CH:4][C:5]([O:12][CH:13]([CH2:16]C)[C:14]#[CH:15])=[C:6]([CH:11]=1)[C:7]([O:9][CH3:10])=[O:8].[F-].[Cs+].[CH3:20]COCC. (3) Given the product [C:33]([O:32][C:31]([NH:30][C@@H:19]1[C@H:18]([NH:17][C:15]([C:10]2[NH:11][C:12]([CH2:13][CH3:14])=[C:8]([Cl:7])[N:9]=2)=[O:16])[CH2:23][CH2:22][N:21]([C:46]2[S:47][C:48]3[C:54]([C:55]([O:57][CH2:58][CH3:59])=[O:56])=[CH:53][CH:52]=[CH:51][C:49]=3[N:50]=2)[CH2:20]1)=[O:37])([CH3:36])([CH3:34])[CH3:35], predict the reactants needed to synthesize it. The reactants are: C(=O)([O-])[O-].[K+].[K+].[Cl:7][C:8]1[N:9]=[C:10]([C:15]([NH:17][C@@H:18]2[CH2:23][CH2:22][N:21](C(=O)C(F)(F)F)[CH2:20][C@@H:19]2[NH:30][C:31](=[O:37])[O:32][C:33]([CH3:36])([CH3:35])[CH3:34])=[O:16])[NH:11][C:12]=1[CH2:13][CH3:14].C(N(CC)CC)C.Br[C:46]1[S:47][C:48]2[C:54]([C:55]([O:57][CH2:58][CH3:59])=[O:56])=[CH:53][CH:52]=[CH:51][C:49]=2[N:50]=1. (4) Given the product [CH2:42]([O:41][C:38]1[CH:39]=[C:40]([CH:22]=[CH:27][C:37]=1[CH3:36])[CH2:6][N:8]1[CH2:9][CH2:10][CH:11]([NH:14][C:15]2[CH:16]=[N:17][CH:18]=[CH:19][CH:20]=2)[CH2:12][CH2:13]1)[CH3:43], predict the reactants needed to synthesize it. The reactants are: C(O[C:6]([N:8]1[CH2:13][CH2:12][CH:11]([NH:14][C:15]2[CH:16]=[N:17][CH:18]=[CH:19][CH:20]=2)[CH2:10][CH2:9]1)=O)(C)(C)C.N[C:22]1C=NC=C[CH:27]=1.C(OC(N1[CH2:40][CH2:39][C:38](=[O:41])[CH2:37][CH2:36]1)=O)(C)(C)C.[C:42](O)(=O)[CH3:43].ClC(Cl)C.C(O[BH-](OC(=O)C)OC(=O)C)(=O)C.[Na+].